The task is: Regression/Classification. Given a drug SMILES string, predict its absorption, distribution, metabolism, or excretion properties. Task type varies by dataset: regression for continuous measurements (e.g., permeability, clearance, half-life) or binary classification for categorical outcomes (e.g., BBB penetration, CYP inhibition). Dataset: cyp2d6_veith.. This data is from CYP2D6 inhibition data for predicting drug metabolism from PubChem BioAssay. (1) The drug is Cn1c([N+](=O)[O-])cnc1COC(N)=O. The result is 0 (non-inhibitor). (2) The drug is N#Cc1cccc(-c2cc(-n3ccnc3)ncn2)c1. The result is 0 (non-inhibitor). (3) The molecule is COc1cccc(/C=N/NC(=O)C(=O)NCc2cccnc2)c1. The result is 0 (non-inhibitor).